This data is from Peptide-MHC class I binding affinity with 185,985 pairs from IEDB/IMGT. The task is: Regression. Given a peptide amino acid sequence and an MHC pseudo amino acid sequence, predict their binding affinity value. This is MHC class I binding data. (1) The peptide sequence is LSDLCNFLV. The MHC is HLA-B39:01 with pseudo-sequence HLA-B39:01. The binding affinity (normalized) is 0.0847. (2) The peptide sequence is YSLPNAGDVI. The MHC is H-2-Kb with pseudo-sequence H-2-Kb. The binding affinity (normalized) is 0.154. (3) The peptide sequence is MTPAERLINMI. The MHC is Mamu-A02 with pseudo-sequence Mamu-A02. The binding affinity (normalized) is 0.412. (4) The peptide sequence is AMPGVLSYV. The MHC is HLA-A68:02 with pseudo-sequence HLA-A68:02. The binding affinity (normalized) is 0.378. (5) The binding affinity (normalized) is 0.213. The MHC is HLA-B45:06 with pseudo-sequence HLA-B45:06. The peptide sequence is MAAVRTTAL. (6) The peptide sequence is SSTDQQEWM. The MHC is HLA-B58:01 with pseudo-sequence HLA-B58:01. The binding affinity (normalized) is 0.236. (7) The peptide sequence is VPLRPMTY. The MHC is HLA-A02:02 with pseudo-sequence HLA-A02:02. The binding affinity (normalized) is 0. (8) The peptide sequence is VSSDYDML. The MHC is H-2-Kb with pseudo-sequence H-2-Kb. The binding affinity (normalized) is 0.603. (9) The peptide sequence is IPAPGLGAL. The MHC is HLA-A26:01 with pseudo-sequence HLA-A26:01. The binding affinity (normalized) is 0.139. (10) The peptide sequence is FSPLCTGEYGN. The MHC is Mamu-A01 with pseudo-sequence Mamu-A01. The binding affinity (normalized) is 0.340.